From a dataset of Full USPTO retrosynthesis dataset with 1.9M reactions from patents (1976-2016). Predict the reactants needed to synthesize the given product. (1) The reactants are: Br.Br[C:3]1[CH:8]=[CH:7][N:6]=[N:5][CH:4]=1.[CH3:9][C:10]1[CH:16]=[C:15](B2OC(C)(C)C(C)(C)O2)[CH:14]=[C:13]([CH3:26])[C:11]=1[NH2:12]. Given the product [CH3:9][C:10]1[CH:16]=[C:15]([C:3]2[CH:8]=[CH:7][N:6]=[N:5][CH:4]=2)[CH:14]=[C:13]([CH3:26])[C:11]=1[NH2:12], predict the reactants needed to synthesize it. (2) Given the product [CH3:44][N:43]([CH2:41][C:40]1[CH:39]=[CH:38][C:37]([S:34]([NH:33][C:24]2[C:23]([NH:22][C:13]3[CH:14]=[C:15]([O:20][CH3:21])[CH:16]=[C:17]([O:18][CH3:19])[C:12]=3[O:11][CH2:10][CH2:9][CH2:8][OH:7])=[N:32][C:31]3[C:26](=[CH:27][CH:28]=[CH:29][CH:30]=3)[N:25]=2)(=[O:35])=[O:36])=[CH:47][CH:46]=1)[CH3:45], predict the reactants needed to synthesize it. The reactants are: [H-].[H-].[H-].[H-].[Li+].[Al+3].[OH:7][CH2:8][CH2:9][CH2:10][O:11][C:12]1[C:17]([O:18][CH3:19])=[CH:16][C:15]([O:20][CH3:21])=[CH:14][C:13]=1[NH:22][C:23]1[C:24]([NH:33][S:34]([C:37]2[CH:47]=[CH:46][C:40]([C:41]([N:43]([CH3:45])[CH3:44])=O)=[CH:39][CH:38]=2)(=[O:36])=[O:35])=[N:25][C:26]2[C:31]([N:32]=1)=[CH:30][CH:29]=[CH:28][CH:27]=2. (3) The reactants are: Br[C:2]1[CH:3]=[C:4]([CH:9]=[C:10]([C:12]([F:15])([F:14])[F:13])[CH:11]=1)[C:5]([O:7][CH3:8])=[O:6].[CH3:16][N:17](C=O)C. Given the product [C:16]([C:2]1[CH:3]=[C:4]([CH:9]=[C:10]([C:12]([F:15])([F:14])[F:13])[CH:11]=1)[C:5]([O:7][CH3:8])=[O:6])#[N:17], predict the reactants needed to synthesize it. (4) Given the product [I:1][C:2]1[N:6]([CH2:7][O:8][CH2:9][CH2:10][Si:11]([CH3:14])([CH3:13])[CH3:12])[N:5]=[CH:4][C:3]=1[NH:15][C:32](=[O:33])[O:31][C:27]([CH3:30])([CH3:29])[CH3:28], predict the reactants needed to synthesize it. The reactants are: [I:1][C:2]1[N:6]([CH2:7][O:8][CH2:9][CH2:10][Si:11]([CH3:14])([CH3:13])[CH3:12])[N:5]=[CH:4][C:3]=1[N+:15]([O-])=O.[Cl-].[NH4+].C(N(CC)CC)C.[C:27]([O:31][C:32](O[C:32]([O:31][C:27]([CH3:30])([CH3:29])[CH3:28])=[O:33])=[O:33])([CH3:30])([CH3:29])[CH3:28]. (5) Given the product [C:1]([O:7][CH2:8][C@H:9]([C:15]1[C:20]([CH3:21])=[CH:19][C:18]([NH2:22])=[CH:17][C:16]=1[Br:25])[O:10][C:11]([CH3:12])([CH3:13])[CH3:14])(=[O:6])[C:2]([CH3:3])([CH3:4])[CH3:5], predict the reactants needed to synthesize it. The reactants are: [C:1]([O:7][CH2:8][C@H:9]([C:15]1[C:20]([CH3:21])=[CH:19][C:18]([N+:22]([O-])=O)=[CH:17][C:16]=1[Br:25])[O:10][C:11]([CH3:14])([CH3:13])[CH3:12])(=[O:6])[C:2]([CH3:5])([CH3:4])[CH3:3]. (6) Given the product [Cl:1][C:2]1[CH:3]=[CH:4][C:5]([N:18]2[CH:22]=[CH:21][CH:20]=[CH:19]2)=[C:6]([C:8]([C:10]2[CH:15]=[CH:14][CH:13]=[C:12]([Cl:16])[C:11]=2[Cl:17])=[O:9])[CH:7]=1, predict the reactants needed to synthesize it. The reactants are: [Cl:1][C:2]1[CH:3]=[CH:4][C:5]([N:18]2[CH:22]=[CH:21][CH:20]=[CH:19]2)=[C:6]([CH:8]([C:10]2[CH:15]=[CH:14][CH:13]=[C:12]([Cl:16])[C:11]=2[Cl:17])[OH:9])[CH:7]=1. (7) Given the product [Cl:1][C:2]1[CH:7]=[CH:6][CH:5]=[C:4]([Cl:8])[C:3]=1[C:9]1[CH:14]=[C:13]([F:15])[CH:12]=[C:11]([I:30])[C:10]=1[O:16][CH3:17], predict the reactants needed to synthesize it. The reactants are: [Cl:1][C:2]1[CH:7]=[CH:6][CH:5]=[C:4]([Cl:8])[C:3]=1[C:9]1[CH:14]=[C:13]([F:15])[CH:12]=[CH:11][C:10]=1[O:16][CH3:17].S(=O)(=O)(O)O.C1C(=O)N([I:30])C(=O)C1.C(Cl)Cl. (8) Given the product [Cl:1][C:2]1[CH:7]=[CH:6][C:5]([NH2:8])=[CH:4][C:3]=1[C:11]1[C:16]2[CH:17]=[CH:18][S:19][C:15]=2[CH:14]=[CH:13][N:12]=1, predict the reactants needed to synthesize it. The reactants are: [Cl:1][C:2]1[CH:7]=[CH:6][C:5]([N+:8]([O-])=O)=[CH:4][C:3]=1[C:11]1[C:16]2[CH:17]=[CH:18][S:19][C:15]=2[CH:14]=[CH:13][N:12]=1.O.O.[Sn](Cl)Cl.